This data is from Peptide-MHC class I binding affinity with 185,985 pairs from IEDB/IMGT. The task is: Regression. Given a peptide amino acid sequence and an MHC pseudo amino acid sequence, predict their binding affinity value. This is MHC class I binding data. (1) The peptide sequence is IFSAWISHR. The MHC is HLA-B07:02 with pseudo-sequence HLA-B07:02. The binding affinity (normalized) is 0. (2) The peptide sequence is RVFNNYMPY. The MHC is HLA-A02:02 with pseudo-sequence HLA-A02:02. The binding affinity (normalized) is 0.156. (3) The peptide sequence is RPWMLDKYF. The MHC is HLA-B58:01 with pseudo-sequence HLA-B58:01. The binding affinity (normalized) is 0.0847. (4) The peptide sequence is LEDRDRSEL. The MHC is Patr-B2401 with pseudo-sequence Patr-B2401. The binding affinity (normalized) is 0.159. (5) The peptide sequence is ELAPIRVNA. The MHC is HLA-A02:11 with pseudo-sequence HLA-A02:11. The binding affinity (normalized) is 0.0847. (6) The peptide sequence is IAQSKGLYR. The MHC is HLA-A68:01 with pseudo-sequence HLA-A68:01. The binding affinity (normalized) is 0.570. (7) The peptide sequence is EEQKLPINAL. The MHC is Patr-B2401 with pseudo-sequence Patr-B2401. The binding affinity (normalized) is 0.0800.